This data is from Catalyst prediction with 721,799 reactions and 888 catalyst types from USPTO. The task is: Predict which catalyst facilitates the given reaction. (1) Reactant: C1C2C(COC([N:18]3[CH2:23][CH2:22][N:21]([CH2:24][CH2:25][C:26]4[NH:30][C:29]5[CH:31]=[CH:32][CH:33]=[C:34]([F:35])[C:28]=5[N:27]=4)[CH2:20][CH2:19]3)=O)C3C(=CC=CC=3)C=2C=CC=1.N1CCCCC1. Product: [F:35][C:34]1[C:28]2[N:27]=[C:26]([CH2:25][CH2:24][N:21]3[CH2:20][CH2:19][NH:18][CH2:23][CH2:22]3)[NH:30][C:29]=2[CH:31]=[CH:32][CH:33]=1. The catalyst class is: 10. (2) Reactant: [F:1][C:2]1([F:26])[CH2:5][CH:4]([C:6]2[O:10][N:9]=[C:8]([C:11]3[CH:12]=[CH:13][C:14]([CH3:25])=[C:15]([NH:17]C(=O)OC(C)(C)C)[CH:16]=3)[N:7]=2)[CH2:3]1.C([O-])([O-])=O.[Na+].[Na+]. Product: [F:26][C:2]1([F:1])[CH2:3][CH:4]([C:6]2[O:10][N:9]=[C:8]([C:11]3[CH:12]=[CH:13][C:14]([CH3:25])=[C:15]([CH:16]=3)[NH2:17])[N:7]=2)[CH2:5]1. The catalyst class is: 67. (3) Reactant: [NH2:1][C:2]1[CH:7]=[CH:6][C:5]([S:8]([NH:11][C:12]2[CH:13]=[CH:14][C:15]3[CH2:19][O:18][B:17]([OH:20])[C:16]=3[CH:21]=2)(=[O:10])=[O:9])=[C:4]([CH2:22][NH2:23])[CH:3]=1.[C:24](Cl)([O:26][CH2:27][C:28]1[CH:33]=[CH:32][CH:31]=[CH:30][CH:29]=1)=[O:25]. Product: [NH2:1][C:2]1[CH:7]=[CH:6][C:5]([S:8](=[O:9])(=[O:10])[NH:11][C:12]2[CH:13]=[CH:14][C:15]3[CH2:19][O:18][B:17]([OH:20])[C:16]=3[CH:21]=2)=[C:4]([CH:3]=1)[CH2:22][NH:23][C:24](=[O:25])[O:26][CH2:27][C:28]1[CH:33]=[CH:32][CH:31]=[CH:30][CH:29]=1. The catalyst class is: 1. (4) Reactant: [CH3:1][C:2]([OH:5])([CH3:4])[CH3:3].Cl[S:7]([N:10]=[C:11]=[O:12])(=[O:9])=[O:8].Cl.[F:14][C:15]1([F:20])[CH2:19][CH2:18][NH:17][CH2:16]1. The catalyst class is: 2. Product: [C:11]([NH:10][S:7]([N:17]1[CH2:18][CH2:19][C:15]([F:20])([F:14])[CH2:16]1)(=[O:9])=[O:8])([O:5][C:2]([CH3:4])([CH3:3])[CH3:1])=[O:12]. (5) Reactant: Br[C:2]1[CH:3]=[C:4]([C:15]([NH:17][CH2:18][C:19]2[CH:20]=[N:21][C:22]([CH3:25])=[N:23][CH:24]=2)=[O:16])[CH:5]=[C:6]([C:8]2[CH:13]=[CH:12][C:11]([CH3:14])=[CH:10][CH:9]=2)[CH:7]=1.[CH3:26][C:27]1[CH:28]=[CH:29][C:30]([Sn](CCCC)(CCCC)CCCC)=[N:31][CH:32]=1.C1(C)C=CC=CC=1. Product: [CH3:25][C:22]1[N:21]=[CH:20][C:19]([CH2:18][NH:17][C:15]([C:4]2[CH:5]=[C:6]([C:8]3[CH:13]=[CH:12][C:11]([CH3:14])=[CH:10][CH:9]=3)[CH:7]=[C:2]([C:30]3[CH:29]=[CH:28][C:27]([CH3:26])=[CH:32][N:31]=3)[CH:3]=2)=[O:16])=[CH:24][N:23]=1. The catalyst class is: 73.